From a dataset of Catalyst prediction with 721,799 reactions and 888 catalyst types from USPTO. Predict which catalyst facilitates the given reaction. (1) Reactant: Cl[C:2]1[N:7]=[CH:6][N:5]=[C:4]2[NH:8][N:9]=[CH:10][C:3]=12.[C:11]([O:15][C:16]([N:18]1[CH2:23][CH2:22][NH:21][CH2:20][CH2:19]1)=[O:17])([CH3:14])([CH3:13])[CH3:12].C(N(C(C)C)CC)(C)C. Product: [C:11]([O:15][C:16]([N:18]1[CH2:23][CH2:22][N:21]([C:2]2[N:7]=[CH:6][N:5]=[C:4]3[NH:8][N:9]=[CH:10][C:3]=23)[CH2:20][CH2:19]1)=[O:17])([CH3:14])([CH3:12])[CH3:13]. The catalyst class is: 514. (2) Reactant: [CH3:1]C(C)([O-])C.[K+].[CH2:7]([O:14][C:15]1[CH:16]=[C:17]([CH:30]=[CH:31][C:32]=1[O:33][CH2:34][C:35]1[CH:40]=[CH:39][CH:38]=[CH:37][CH:36]=1)[C:18]1[O:19][C:20]2[C:25]([C:26](=[O:28])[CH:27]=1)=[CH:24][CH:23]=[C:22]([OH:29])[CH:21]=2)[C:8]1[CH:13]=[CH:12][CH:11]=[CH:10][CH:9]=1.CI.O. Product: [CH2:7]([O:14][C:15]1[CH:16]=[C:17]([CH:30]=[CH:31][C:32]=1[O:33][CH2:34][C:35]1[CH:40]=[CH:39][CH:38]=[CH:37][CH:36]=1)[C:18]1[O:19][C:20]2[C:25]([C:26](=[O:28])[CH:27]=1)=[CH:24][CH:23]=[C:22]([O:29][CH3:1])[CH:21]=2)[C:8]1[CH:9]=[CH:10][CH:11]=[CH:12][CH:13]=1. The catalyst class is: 1.